Task: Predict which catalyst facilitates the given reaction.. Dataset: Catalyst prediction with 721,799 reactions and 888 catalyst types from USPTO Reactant: C([O:5][C:6](=[O:28])[C:7]1[C:12]([NH:13][C:14]2[CH:19]=[CH:18][C:17]([Br:20])=[CH:16][C:15]=2[Cl:21])=[C:11]([Cl:22])[C:10]([NH:23][CH2:24][C:25](=O)[CH3:26])=[N:9][CH:8]=1)(C)(C)C.OS(O)(=O)=O.O.[OH-].[Na+]. Product: [Br:20][C:17]1[CH:18]=[CH:19][C:14]([NH:13][C:12]2[C:7]([C:6]([OH:5])=[O:28])=[CH:8][N:9]3[C:25]([CH3:26])=[CH:24][N:23]=[C:10]3[C:11]=2[Cl:22])=[C:15]([Cl:21])[CH:16]=1. The catalyst class is: 25.